This data is from Reaction yield outcomes from USPTO patents with 853,638 reactions. The task is: Predict the reaction yield, written as a fraction of the theoretical maximum amount of product (1.0 means a 100% yield; for example, 0.34 means a 34% yield). (1) The reactants are [O:1]1[CH2:6][CH2:5][CH2:4][CH2:3][CH:2]1[N:7]1[CH:11]=[C:10](B2OC(C)(C)C(C)(C)O2)[CH:9]=[N:8]1.Br[C:22]1[CH:23]=[C:24]2[C:28](=[CH:29][CH:30]=1)[N:27]([CH2:31][CH:32]1[CH2:36][CH2:35][N:34]([C:37]([O:39][CH2:40][C:41]3[CH:46]=[CH:45][CH:44]=[CH:43][CH:42]=3)=[O:38])[CH2:33]1)[CH:26]=[CH:25]2.C(=O)([O-])[O-].[K+].[K+]. The catalyst is CN(C=O)C.O.C1C=CC(P(C2C=CC=CC=2)[C-]2C=CC=C2)=CC=1.C1C=CC(P(C2C=CC=CC=2)[C-]2C=CC=C2)=CC=1.Cl[Pd]Cl.[Fe+2].ClCCl. The product is [O:1]1[CH2:6][CH2:5][CH2:4][CH2:3][CH:2]1[N:7]1[CH:11]=[CH:10][C:9]([C:22]2[CH:23]=[C:24]3[C:28](=[CH:29][CH:30]=2)[N:27]([CH2:31][CH:32]2[CH2:36][CH2:35][N:34]([C:37]([O:39][CH2:40][C:41]4[CH:46]=[CH:45][CH:44]=[CH:43][CH:42]=4)=[O:38])[CH2:33]2)[CH:26]=[CH:25]3)=[N:8]1. The yield is 0.530. (2) The reactants are [F:1][C:2]1[CH:3]=[CH:4][C:5]([CH2:8][NH2:9])=[N:6][CH:7]=1.Br[CH2:11][CH2:12][N:13]1[C:17]([C:18](OCC)=[O:19])=[CH:16][C:15]([CH2:23][O:24][C:25]2[CH:30]=[CH:29][CH:28]=[CH:27][CH:26]=2)=[N:14]1.[I-].[K+]. The catalyst is C(#N)C.C(Cl)Cl. The product is [F:1][C:2]1[CH:3]=[CH:4][C:5]([CH2:8][N:9]2[CH2:11][CH2:12][N:13]3[N:14]=[C:15]([CH2:23][O:24][C:25]4[CH:30]=[CH:29][CH:28]=[CH:27][CH:26]=4)[CH:16]=[C:17]3[C:18]2=[O:19])=[N:6][CH:7]=1. The yield is 0.537. (3) The reactants are [NH2:1][C:2]1[C:3]([C:11]#[N:12])=[N:4][CH:5]=[C:6]([CH:8]([CH3:10])[CH3:9])[N:7]=1.CO[CH:15](OC)[N:16]([CH3:18])[CH3:17]. The catalyst is C1(C)C=CC=CC=1. The product is [C:11]([C:3]1[C:2]([N:1]=[CH:15][N:16]([CH3:18])[CH3:17])=[N:7][C:6]([CH:8]([CH3:10])[CH3:9])=[CH:5][N:4]=1)#[N:12]. The yield is 1.00. (4) The reactants are Cl[C:2]1[N:7]=[C:6]([N:8]2[CH2:13][CH2:12][O:11][CH2:10][CH2:9]2)[N:5]=[C:4]([N:14]2[C:18]3[CH:19]=[CH:20][CH:21]=[C:22]([O:23][CH3:24])[C:17]=3[N:16]=[C:15]2[CH:25]([F:27])[F:26])[N:3]=1.CC1(C)C(C)(C)OB([C:36]2[CH2:37][CH2:38][CH2:39][N:40]([C:42]([O:44][C:45]([CH3:48])([CH3:47])[CH3:46])=[O:43])[CH:41]=2)O1.C([O-])([O-])=O.[Na+].[Na+]. The catalyst is O1CCOCC1.C1C=CC(P(C2C=CC=CC=2)[C-]2C=CC=C2)=CC=1.C1C=CC(P(C2C=CC=CC=2)[C-]2C=CC=C2)=CC=1.Cl[Pd]Cl.[Fe+2]. The product is [F:26][CH:25]([F:27])[C:15]1[N:14]([C:4]2[N:5]=[C:6]([N:8]3[CH2:13][CH2:12][O:11][CH2:10][CH2:9]3)[N:7]=[C:2]([C:38]3[CH2:37][CH2:36][CH2:41][N:40]([C:42]([O:44][C:45]([CH3:48])([CH3:47])[CH3:46])=[O:43])[CH:39]=3)[N:3]=2)[C:18]2[CH:19]=[CH:20][CH:21]=[C:22]([O:23][CH3:24])[C:17]=2[N:16]=1. The yield is 0.500. (5) The reactants are [F:1][C:2]1[CH:8]=[CH:7][C:6]([O:9][CH3:10])=[CH:5][C:3]=1[NH2:4].Cl.Cl[C:13]1[CH:14]=CC(OC)=[C:17]2[C:22]=1N=C(C)C=C2.COC1C=CC=C2C=1CC[C@H](C)N2.C(=O)([O-])[O-].[K+].[K+]. The catalyst is ClCCl. The product is [F:1][C:2]1[CH:8]=[CH:7][C:6]([O:9][CH3:10])=[C:5]2[C:3]=1[N:4]=[C:22]([CH3:17])[CH:13]=[CH:14]2. The yield is 0.620. (6) The reactants are [CH:1]1([O:4][C:5]2[CH:21]=[CH:20][C:8]([C:9]([NH:11][C:12]3([C:15]([O:17]CC)=[O:16])[CH2:14][CH2:13]3)=[O:10])=[CH:7][CH:6]=2)[CH2:3][CH2:2]1.[OH-].[Na+]. The catalyst is C(O)C. The product is [CH:1]1([O:4][C:5]2[CH:21]=[CH:20][C:8]([C:9]([NH:11][C:12]3([C:15]([OH:17])=[O:16])[CH2:13][CH2:14]3)=[O:10])=[CH:7][CH:6]=2)[CH2:3][CH2:2]1. The yield is 0.980. (7) The reactants are [C:1]([NH:9][NH2:10])(=O)[C:2]1[CH:7]=[CH:6][N:5]=[CH:4][CH:3]=1.[Cl:11][C:12]1[CH:13]=[C:14]([N:18]2[N:22]=[N:21][C:20]([CH:23]3[CH2:28][O:27][CH2:26][CH2:25][N:24]3[C:29](SC)=[N:30][CH3:31])=[N:19]2)[CH:15]=[CH:16][CH:17]=1. The catalyst is C(O)(C)C.ClCCl. The product is [Cl:11][C:12]1[CH:13]=[C:14]([N:18]2[N:22]=[N:21][C:20]([CH:23]3[CH2:28][O:27][CH2:26][CH2:25][N:24]3[C:29]3[N:30]([CH3:31])[C:1]([C:2]4[CH:7]=[CH:6][N:5]=[CH:4][CH:3]=4)=[N:9][N:10]=3)=[N:19]2)[CH:15]=[CH:16][CH:17]=1. The yield is 0.880. (8) The reactants are Br[C:2]1[CH:7]=[CH:6][C:5]([F:8])=[C:4]([F:9])[CH:3]=1.C([Mg]Cl)(C)C.CON(C)[C:18]([CH:20]1[CH2:25][CH2:24][O:23][CH2:22][CH2:21]1)=[O:19].CN1CCC(=C2C3C(=CC=CC=3)C=CC3C2=CC=CC=3)CC1. The catalyst is C1COCC1. The product is [F:9][C:4]1[CH:3]=[C:2]([CH:7]=[CH:6][C:5]=1[F:8])[C:18]([CH:20]1[CH2:25][CH2:24][O:23][CH2:22][CH2:21]1)=[O:19]. The yield is 0.320. (9) The reactants are ICC.C([O-])([O-])=O.[K+].[K+].[C:10]([O:13][C:14]1[CH:19]=[C:18]([I:20])[CH:17]=[C:16]([OH:21])[C:15]=1[Cl:22])(=O)[CH3:11]. The catalyst is CN(C=O)C.C(OCC)C. The product is [Cl:22][C:15]1[C:14]([O:13][CH2:10][CH3:11])=[CH:19][C:18]([I:20])=[CH:17][C:16]=1[OH:21]. The yield is 0.580. (10) The reactants are [F:1][C:2]1[CH:28]=[C:27]([NH:29][C:30]([C:32]2([C:35](=[O:44])[NH:36][C:37]3[CH:42]=[CH:41][C:40]([F:43])=[CH:39][CH:38]=3)[CH2:34][CH2:33]2)=[O:31])[C:26]([F:45])=[CH:25][C:3]=1[O:4][C:5]1[CH:10]=[CH:9][N:8]=[C:7]([NH:11][C:12]([CH:14]2[CH2:17][N:16](C(OC(C)(C)C)=O)[CH2:15]2)=[O:13])[CH:6]=1.C(O)(C(F)(F)F)=O.C([O-])(O)=O.[Na+]. The catalyst is ClCl. The product is [NH:16]1[CH2:17][CH:14]([C:12]([NH:11][C:7]2[CH:6]=[C:5]([O:4][C:3]3[C:2]([F:1])=[CH:28][C:27]([NH:29][C:30]([C:32]4([C:35]([NH:36][C:37]5[CH:38]=[CH:39][C:40]([F:43])=[CH:41][CH:42]=5)=[O:44])[CH2:34][CH2:33]4)=[O:31])=[C:26]([F:45])[CH:25]=3)[CH:10]=[CH:9][N:8]=2)=[O:13])[CH2:15]1. The yield is 0.0870.